This data is from Peptide-MHC class II binding affinity with 134,281 pairs from IEDB. The task is: Regression. Given a peptide amino acid sequence and an MHC pseudo amino acid sequence, predict their binding affinity value. This is MHC class II binding data. (1) The peptide sequence is YKKFLANVSTVLTGK. The MHC is DRB1_1302 with pseudo-sequence DRB1_1302. The binding affinity (normalized) is 0.846. (2) The peptide sequence is TGVMRGNHYAFVGVM. The MHC is HLA-DQA10303-DQB10402 with pseudo-sequence HLA-DQA10303-DQB10402. The binding affinity (normalized) is 0.316. (3) The peptide sequence is KHIVWASRELERFAV. The MHC is H-2-IAd with pseudo-sequence H-2-IAd. The binding affinity (normalized) is 0.196. (4) The peptide sequence is SLPLFTGQASFDLAA. The MHC is DRB1_0901 with pseudo-sequence DRB1_0901. The binding affinity (normalized) is 0.970.